This data is from Peptide-MHC class I binding affinity with 185,985 pairs from IEDB/IMGT. The task is: Regression. Given a peptide amino acid sequence and an MHC pseudo amino acid sequence, predict their binding affinity value. This is MHC class I binding data. (1) The binding affinity (normalized) is 0.0847. The MHC is HLA-B08:03 with pseudo-sequence HLA-B08:03. The peptide sequence is IYTDEVYDY. (2) The peptide sequence is YNLRRGTAL. The MHC is HLA-A23:01 with pseudo-sequence HLA-A23:01. The binding affinity (normalized) is 0.213.